Dataset: Full USPTO retrosynthesis dataset with 1.9M reactions from patents (1976-2016). Task: Predict the reactants needed to synthesize the given product. (1) Given the product [CH3:15][S:16]([O:7][C@H:2]([CH2:3][CH2:4][CH2:5][CH3:6])[CH3:1])(=[O:18])=[O:17], predict the reactants needed to synthesize it. The reactants are: [CH3:1][C@H:2]([OH:7])[CH2:3][CH2:4][CH2:5][CH3:6].C(N(CC)CC)C.[CH3:15][S:16](Cl)(=[O:18])=[O:17].[Cl-].[NH4+]. (2) Given the product [F:13][C:3]1[C:4]([F:12])=[C:5]([C:21]2[S:20][CH:19]=[CH:23][CH:22]=2)[C:6]2[C:7]([C:2]=1[C:19]1[S:20][CH:21]=[CH:22][CH:23]=1)=[N:8][S:9][N:10]=2, predict the reactants needed to synthesize it. The reactants are: Br[C:2]1[C:7]2=[N:8][S:9][N:10]=[C:6]2[C:5](Br)=[C:4]([F:12])[C:3]=1[F:13].C([Sn](CCCC)(CCCC)[C:19]1[S:20][CH:21]=[CH:22][CH:23]=1)CCC. (3) Given the product [CH2:1]([S:8]([NH:11][NH:12][C:13]1[C:14](=[O:27])[N:15]([CH2:20][CH2:21][CH2:22][OH:23])[C:16]([CH3:19])=[CH:17][N:18]=1)(=[O:9])=[O:10])[C:2]1[CH:7]=[CH:6][CH:5]=[CH:4][CH:3]=1, predict the reactants needed to synthesize it. The reactants are: [CH2:1]([S:8]([NH:11][NH:12][C:13]1[C:14](=[O:27])[N:15]([CH2:20][CH2:21][C:22](OCC)=[O:23])[C:16]([CH3:19])=[CH:17][N:18]=1)(=[O:10])=[O:9])[C:2]1[CH:7]=[CH:6][CH:5]=[CH:4][CH:3]=1.CO.[BH4-].[Na+]. (4) The reactants are: [H-].[Al+3].[Li+].[H-].[H-].[H-].[F:7][C:8]1([F:19])[CH2:13][CH2:12][CH:11]([C:14](OCC)=[O:15])[CH2:10][CH2:9]1.[OH-].[Na+].[O-]S([O-])(=O)=O.[Na+].[Na+]. Given the product [F:7][C:8]1([F:19])[CH2:13][CH2:12][CH:11]([CH2:14][OH:15])[CH2:10][CH2:9]1, predict the reactants needed to synthesize it. (5) Given the product [F:12][C:8]1[CH:7]=[C:6]2[C:11]([C:2]([B:15]3[O:19][C:18]([CH3:21])([CH3:20])[C:17]([CH3:23])([CH3:22])[O:16]3)=[CH:3][N:4]([CH3:14])[C:5]2=[O:13])=[CH:10][CH:9]=1, predict the reactants needed to synthesize it. The reactants are: Br[C:2]1[C:11]2[C:6](=[CH:7][C:8]([F:12])=[CH:9][CH:10]=2)[C:5](=[O:13])[N:4]([CH3:14])[CH:3]=1.[B:15]1([B:15]2[O:19][C:18]([CH3:21])([CH3:20])[C:17]([CH3:23])([CH3:22])[O:16]2)[O:19][C:18]([CH3:21])([CH3:20])[C:17]([CH3:23])([CH3:22])[O:16]1.C(O[K])(C)=O.CC(C1C=C(C(C)C)C(C2C=CC=CC=2P(C2CCCCC2)C2CCCCC2)=C(C(C)C)C=1)C. (6) The reactants are: [C:1]([C:3]1[CH:5]=[CH:4][C:3]([CH2:1]N)=[CH:5][CH:4]=1)#N.Br[C:12]1[S:13][C:14]([C:17]([NH:19][CH2:20][C:21]2[CH:26]=[CH:25][N:24]3[CH:27]=[CH:28][N:29]=[C:23]3[CH:22]=2)=[O:18])=[CH:15][N:16]=1.BrC1S[C:33]([C:36]([NH:38][C:39]2C=CC3[N:43]([CH:45]=[CH:46]N=3)[CH:44]=2)=[O:37])=[CH:34]N=1. Given the product [C:36]([N:38]1[CH2:39][CH2:44][N:43]([C:12]2[S:13][C:14]([C:17]([NH:19][CH2:20][C:21]3[CH:26]=[CH:25][N:24]4[CH:27]=[CH:28][N:29]=[C:23]4[CH:22]=3)=[O:18])=[CH:15][N:16]=2)[CH2:45][CH2:46]1)(=[O:37])[C:33]1[CH:34]=[CH:5][CH:4]=[CH:3][CH:1]=1, predict the reactants needed to synthesize it. (7) Given the product [F:29][C:17]([F:16])([F:30])[C:18]1[N:23]=[CH:22][C:21]([CH2:24][CH:25]([N:6]2[C:7]3[CH:8]=[CH:9][C:10]([CH3:13])=[CH:11][C:12]=3[C:4]3[CH2:3][N:2]([CH3:1])[CH2:15][CH2:14][C:5]2=3)[C:26]([OH:28])=[O:27])=[CH:20][CH:19]=1, predict the reactants needed to synthesize it. The reactants are: [CH3:1][N:2]1[CH2:15][CH2:14][C:5]2[NH:6][C:7]3[CH:8]=[CH:9][C:10]([CH3:13])=[CH:11][C:12]=3[C:4]=2[CH2:3]1.[F:16][C:17]([F:30])([F:29])[C:18]1[N:23]=[CH:22][C:21](/[CH:24]=[CH:25]\[C:26]([OH:28])=[O:27])=[CH:20][CH:19]=1.[OH-].[K+]. (8) The reactants are: FC(F)(F)S([O:6][Si:7]([C:10]([CH3:13])([CH3:12])[CH3:11])([CH3:9])[CH3:8])(=O)=O.[CH2:16]([O:23][C@H:24]1[CH2:29][C@@H:28](O)[C@H:27]([NH:31][C@H:32]([C:34]2[CH:39]=[CH:38][CH:37]=[CH:36][CH:35]=2)[CH3:33])[CH2:26][CH2:25]1)[C:17]1[CH:22]=[CH:21][CH:20]=[CH:19][CH:18]=1. Given the product [CH2:16]([O:23][C@@H:24]1[CH2:29][CH2:28][C@@H:27]([NH:31][C@H:32]([C:34]2[CH:39]=[CH:38][CH:37]=[CH:36][CH:35]=2)[CH3:33])[C@H:26]([O:6][Si:7]([C:10]([CH3:13])([CH3:12])[CH3:11])([CH3:9])[CH3:8])[CH2:25]1)[C:17]1[CH:18]=[CH:19][CH:20]=[CH:21][CH:22]=1, predict the reactants needed to synthesize it. (9) Given the product [C:26]([C:28]1[CH:29]=[CH:30][C:31]([S:34]([NH:1][C:2]2[CH:7]=[CH:6][C:5]([C:8]3[CH:9]=[C:10]4[C:14](=[CH:15][CH:16]=3)[C:13](=[O:17])[N:12]([C@@H:18]([CH:23]([CH3:25])[CH3:24])[C:19]([O:21][CH3:22])=[O:20])[CH2:11]4)=[CH:4][CH:3]=2)(=[O:36])=[O:35])=[CH:32][CH:33]=1)#[N:27], predict the reactants needed to synthesize it. The reactants are: [NH2:1][C:2]1[CH:7]=[CH:6][C:5]([C:8]2[CH:9]=[C:10]3[C:14](=[CH:15][CH:16]=2)[C:13](=[O:17])[N:12]([C@@H:18]([CH:23]([CH3:25])[CH3:24])[C:19]([O:21][CH3:22])=[O:20])[CH2:11]3)=[CH:4][CH:3]=1.[C:26]([C:28]1[CH:33]=[CH:32][C:31]([S:34](Cl)(=[O:36])=[O:35])=[CH:30][CH:29]=1)#[N:27]. (10) Given the product [OH:19][CH:11]([C:9]1[CH:10]=[C:5]([O:4][CH:1]([CH3:3])[CH3:2])[C:6]([O:23][CH3:24])=[CH:7][C:8]=1[N+:20]([O-:22])=[O:21])[C:12]1[N:34]=[N:33][N:32]([CH2:31][C:30]2[CH:35]=[CH:36][C:27]([O:26][CH3:25])=[CH:28][CH:29]=2)[C:13]=1[C:14]([O:16][CH2:17][CH3:18])=[O:15], predict the reactants needed to synthesize it. The reactants are: [CH:1]([O:4][C:5]1[C:6]([O:23][CH3:24])=[CH:7][C:8]([N+:20]([O-:22])=[O:21])=[C:9]([CH:11]([OH:19])[C:12]#[C:13][C:14]([O:16][CH2:17][CH3:18])=[O:15])[CH:10]=1)([CH3:3])[CH3:2].[CH3:25][O:26][C:27]1[CH:36]=[CH:35][C:30]([CH2:31][N:32]=[N+:33]=[N-:34])=[CH:29][CH:28]=1.